This data is from Reaction yield outcomes from USPTO patents with 853,638 reactions. The task is: Predict the reaction yield, written as a fraction of the theoretical maximum amount of product (1.0 means a 100% yield; for example, 0.34 means a 34% yield). (1) The reactants are [CH3:1][N:2]([C:10]1[CH:18]=[C:17]2[C:13]([C:14]([CH:27]=[CH:28][C:29]3[CH:34]=[CH:33][CH:32]=[CH:31][CH:30]=3)=[N:15][N:16]2COCC[Si](C)(C)C)=[CH:12][CH:11]=1)[C:3]1[CH:8]=[CH:7][CH:6]=[C:5]([NH2:9])[CH:4]=1.CN(C1C=C2C(C(C=CC3C=CC=CC=3)=NN2)=CC=1)C1C=CC=C(N)C=1.N1C=CC=CC=1.[CH3:67][C:68](OC(C)=O)=[O:69].C([O-])([O-])=O.[K+].[K+]. The catalyst is C(Cl)Cl.CN(C1C=CN=CC=1)C.CCOC(C)=O.C(Cl)Cl.CCOC(C)=O. The product is [CH3:1][N:2]([C:10]1[CH:18]=[C:17]2[C:13]([C:14]([CH:27]=[CH:28][C:29]3[CH:30]=[CH:31][CH:32]=[CH:33][CH:34]=3)=[N:15][NH:16]2)=[CH:12][CH:11]=1)[C:3]1[CH:4]=[C:5]([NH:9][C:68](=[O:69])[CH3:67])[CH:6]=[CH:7][CH:8]=1. The yield is 0.220. (2) The reactants are [NH2:1][OH:2].O.[CH3:4][C:5]1[O:9][C:8]([S:10](Cl)(=[O:12])=[O:11])=[CH:7][CH:6]=1.CCCCCC. The catalyst is C1COCC1.C(OCC)(=O)C. The product is [OH:2][NH:1][S:10]([C:8]1[O:9][C:5]([CH3:4])=[CH:6][CH:7]=1)(=[O:12])=[O:11]. The yield is 0.610. (3) The reactants are [CH:1]1([C:4]2[N:9]=[CH:8][C:7]([CH2:10][C:11]3[CH:20]=[C:19]4[C:14]([C:15]([C:23]5[CH:24]=[N:25][N:26]([CH3:28])[CH:27]=5)=[CH:16][C:17]([C:21]#[N:22])=[N:18]4)=[CH:13][CH:12]=3)=[CH:6][N:5]=2)[CH2:3][CH2:2]1.C([O-])([O-])=[O:30].C([O-])([O-])=O.OO.OO.OO.[Na+].[Na+].[Na+].[Na+].[NH4+].[Cl-]. The catalyst is CC(C)=O.O. The product is [CH:1]1([C:4]2[N:5]=[CH:6][C:7]([CH2:10][C:11]3[CH:20]=[C:19]4[C:14]([C:15]([C:23]5[CH:24]=[N:25][N:26]([CH3:28])[CH:27]=5)=[CH:16][C:17]([C:21]([NH2:22])=[O:30])=[N:18]4)=[CH:13][CH:12]=3)=[CH:8][N:9]=2)[CH2:3][CH2:2]1. The yield is 0.960.